Dataset: Full USPTO retrosynthesis dataset with 1.9M reactions from patents (1976-2016). Task: Predict the reactants needed to synthesize the given product. (1) Given the product [Br-:1].[C:10]1([C:13]2[CH:18]=[CH:17][CH:16]=[CH:15][CH:14]=2)[CH:11]=[CH:12][C:7]([CH2:6][CH2:5][CH2:4][CH2:3][CH2:2][N+:26]2[CH:25]=[CH:24][CH:23]=[C:28]([CH2:2][CH2:3][CH2:4][CH3:5])[CH:27]=2)=[CH:8][CH:9]=1, predict the reactants needed to synthesize it. The reactants are: [Br:1][CH2:2][CH2:3][CH2:4][CH2:5][CH2:6][C:7]1[CH:12]=[CH:11][C:10]([C:13]2[CH:18]=[CH:17][CH:16]=[CH:15][CH:14]=2)=[CH:9][CH:8]=1.C([C:23]1[CH:28]=[CH:27][N:26]=[CH:25][CH:24]=1)CCC. (2) Given the product [Cl:13][C:14]1[CH:25]=[CH:24][C:17]([C:18]([C:3]2([C:2]([F:7])([F:6])[F:1])[CH2:4][O:5]2)=[O:19])=[C:16]([O:26][CH3:27])[C:15]=1[F:28], predict the reactants needed to synthesize it. The reactants are: [F:1][C:2]([F:7])([F:6])[CH:3]1[O:5][CH2:4]1.C([Li])CCC.[Cl:13][C:14]1[CH:25]=[CH:24][C:17]([C:18](N(OC)C)=[O:19])=[C:16]([O:26][CH3:27])[C:15]=1[F:28].C(OCC)C. (3) Given the product [F:17][C:18]([F:40])([F:41])[C:19]1[CH:20]=[C:21]([CH:33]=[C:34]([C:36]([F:39])([F:38])[F:37])[CH:35]=1)[CH2:22][O:23][CH2:24][C:25]([C:27]1[CH:28]=[CH:29][CH:30]=[CH:31][CH:32]=1)=[CH:9][C:10]([O:12][CH2:13][CH3:14])=[O:11], predict the reactants needed to synthesize it. The reactants are: C(OP([CH2:9][C:10]([O:12][CH2:13][CH3:14])=[O:11])(OCC)=O)C.[H-].[Na+].[F:17][C:18]([F:41])([F:40])[C:19]1[CH:20]=[C:21]([CH:33]=[C:34]([C:36]([F:39])([F:38])[F:37])[CH:35]=1)[CH2:22][O:23][CH2:24][C:25]([C:27]1[CH:32]=[CH:31][CH:30]=[CH:29][CH:28]=1)=O.O. (4) Given the product [ClH:57].[C:2]([N:6]([C:8]1([C:14]2[CH:19]=[CH:18][CH:17]=[CH:16][CH:15]=2)[CH2:9][CH2:10][N:11]([CH2:37][CH2:36][CH2:35][C:31]2([C:51]3[CH:56]=[CH:55][C:54]([Cl:57])=[C:53]([Cl:58])[CH:52]=3)[CH2:32][CH2:33][CH2:34][N:29]([C:21](=[O:28])[C:22]3[CH:27]=[CH:26][CH:25]=[CH:24][CH:23]=3)[CH2:30]2)[CH2:12][CH2:13]1)[CH3:7])(=[O:5])[CH:3]=[CH2:4], predict the reactants needed to synthesize it. The reactants are: Cl.[C:2]([N:6]([C:8]1([C:14]2[CH:19]=[CH:18][CH:17]=[CH:16][CH:15]=2)[CH2:13][CH2:12][NH:11][CH2:10][CH2:9]1)[CH3:7])(=[O:5])[CH:3]=[CH2:4].Cl.[C:21]([N:29]1[CH2:34][CH2:33][CH2:32][C:31]([C:51]2[CH:56]=[CH:55][C:54]([Cl:57])=[C:53]([Cl:58])[CH:52]=2)([CH2:35][CH2:36][CH2:37]N2CCC(C(N3CCCC3)=O)CC2)[CH2:30]1)(=[O:28])[C:22]1[CH:27]=[CH:26][CH:25]=[CH:24][CH:23]=1.C([O-])([O-])=O.[K+].[K+].Cl. (5) Given the product [CH3:1][N:2]1[C:6]([C:7]2[CH:12]=[CH:11][C:10]([NH:13][C:14]3[N:35]=[CH:36][C:31]4[CH:30]=[CH:29][N:28]=[C:27]([C:25]5[CH:24]=[N:23][N:22]([CH3:21])[CH:26]=5)[C:32]=4[N:33]=3)=[C:9]([O:16][CH3:17])[CH:8]=2)=[CH:5][N:4]=[C:3]1[CH3:18], predict the reactants needed to synthesize it. The reactants are: [CH3:1][N:2]1[C:6]([C:7]2[CH:12]=[CH:11][C:10]([NH:13][CH:14]=O)=[C:9]([O:16][CH3:17])[CH:8]=2)=[CH:5][N:4]=[C:3]1[CH3:18].[H-].[Na+].[CH3:21][N:22]1[CH:26]=[C:25]([C:27]2[C:32]3[N:33]=C(S(C)(=O)=O)[N:35]=[CH:36][C:31]=3[CH:30]=[CH:29][N:28]=2)[CH:24]=[N:23]1.[OH-].[Na+]. (6) Given the product [C:1]([O:5][C:6]([N:8]1[CH2:12][CH2:11][CH2:10][CH:9]1[C:13](=[O:15])[NH:33][C:32]1[CH:34]=[CH:35][C:29]([Br:28])=[CH:30][C:31]=1[F:36])=[O:7])([CH3:2])([CH3:3])[CH3:4], predict the reactants needed to synthesize it. The reactants are: [C:1]([O:5][C:6]([N:8]1[CH2:12][CH2:11][CH2:10][CH:9]1[C:13]([OH:15])=O)=[O:7])([CH3:4])([CH3:3])[CH3:2].N1C=CC=CC=1.C(Cl)(=O)C(Cl)=O.[Br:28][C:29]1[CH:35]=[CH:34][C:32]([NH2:33])=[C:31]([F:36])[CH:30]=1. (7) Given the product [CH2:1]([O:8][C:9]([N:11]1[CH2:14][CH:13]([C:15]2[O:24][C:18]3[CH:19]=[CH:20][CH:21]=[CH:22][C:17]=3[N:16]=2)[CH2:12]1)=[O:10])[C:2]1[CH:7]=[CH:6][CH:5]=[CH:4][CH:3]=1, predict the reactants needed to synthesize it. The reactants are: [CH2:1]([O:8][C:9]([N:11]1[CH2:14][CH:13]([C:15](=[O:24])[NH:16][C:17]2[CH:22]=[CH:21][CH:20]=[CH:19][C:18]=2I)[CH2:12]1)=[O:10])[C:2]1[CH:7]=[CH:6][CH:5]=[CH:4][CH:3]=1.C([O-])([O-])=O.[Cs+].[Cs+].N1C2C(=CC=C3C=2N=CC=C3)C=CC=1.C([O-])(O)=O.[Na+]. (8) Given the product [C:1]([O:5][C:6]([N:8]1[CH2:13][CH2:12][C:11]([C:28]([F:34])([F:33])[F:27])([C:14]([O:16][CH2:17][CH3:18])=[O:15])[CH2:10][CH2:9]1)=[O:7])([CH3:4])([CH3:3])[CH3:2], predict the reactants needed to synthesize it. The reactants are: [C:1]([O:5][C:6]([N:8]1[CH2:13][CH2:12][CH:11]([C:14]([O:16][CH2:17][CH3:18])=[O:15])[CH2:10][CH2:9]1)=[O:7])([CH3:4])([CH3:3])[CH3:2].[Li+].CC([N-]C(C)C)C.[F:27][C:28]([F:34])([F:33])S([O-])(=O)=O.[F:27][C:28]([F:34])([F:33])[S+]1C2C=CC=CC=2C2C=CC=CC1=2.